This data is from Forward reaction prediction with 1.9M reactions from USPTO patents (1976-2016). The task is: Predict the product of the given reaction. Given the reactants [CH:1]1([N:6]2[CH2:12][C:11]([F:14])([F:13])[C:10](=[O:15])[N:9](C)[C:8]3[CH:17]=[N:18][C:19]([NH:21][C:22]4[CH:30]=[CH:29][C:25]([C:26](O)=[O:27])=[C:24]([F:31])[C:23]=4[F:32])=[N:20][C:7]2=3)[CH2:5][CH2:4][CH2:3][CH2:2]1.C1(N2CC(F)(F)C(=O)NC3C=NC(NC4C=CC(C(NC5CCN(C)CC5)=O)=C(F)C=4F)=NC2=3)CCCC1.F[P-](F)(F)(F)(F)F.CN(C(N(C)C)=[N+]1C2C(=NC=CC=2)[N+]([O-])=N1)C.C(N(C(C)C)CC)(C)C.[NH2:104][CH:105]1[CH2:110][CH2:109][N:108]([CH2:111][CH3:112])[CH2:107][CH2:106]1, predict the reaction product. The product is: [CH:1]1([N:6]2[CH2:12][C:11]([F:14])([F:13])[C:10](=[O:15])[NH:9][C:8]3[CH:17]=[N:18][C:19]([NH:21][C:22]4[CH:30]=[CH:29][C:25]([C:26]([NH:104][CH:105]5[CH2:110][CH2:109][N:108]([CH2:111][CH3:112])[CH2:107][CH2:106]5)=[O:27])=[C:24]([F:31])[C:23]=4[F:32])=[N:20][C:7]2=3)[CH2:2][CH2:3][CH2:4][CH2:5]1.